Dataset: NCI-60 drug combinations with 297,098 pairs across 59 cell lines. Task: Regression. Given two drug SMILES strings and cell line genomic features, predict the synergy score measuring deviation from expected non-interaction effect. (1) Drug 1: C1=CN(C=N1)CC(O)(P(=O)(O)O)P(=O)(O)O. Drug 2: C1CN1C2=NC(=NC(=N2)N3CC3)N4CC4. Cell line: SF-539. Synergy scores: CSS=27.1, Synergy_ZIP=5.59, Synergy_Bliss=7.97, Synergy_Loewe=-5.15, Synergy_HSA=3.58. (2) Drug 1: CC1OCC2C(O1)C(C(C(O2)OC3C4COC(=O)C4C(C5=CC6=C(C=C35)OCO6)C7=CC(=C(C(=C7)OC)O)OC)O)O. Drug 2: C1=C(C(=O)NC(=O)N1)F. Cell line: UACC62. Synergy scores: CSS=55.2, Synergy_ZIP=-5.14, Synergy_Bliss=-6.37, Synergy_Loewe=-0.141, Synergy_HSA=1.72. (3) Drug 1: CC1=C(C=C(C=C1)NC2=NC=CC(=N2)N(C)C3=CC4=NN(C(=C4C=C3)C)C)S(=O)(=O)N.Cl. Drug 2: CCN(CC)CCNC(=O)C1=C(NC(=C1C)C=C2C3=C(C=CC(=C3)F)NC2=O)C. Cell line: HT29. Synergy scores: CSS=1.65, Synergy_ZIP=0.950, Synergy_Bliss=2.76, Synergy_Loewe=-2.26, Synergy_HSA=-0.0728. (4) Drug 1: COC1=C(C=C2C(=C1)N=CN=C2NC3=CC(=C(C=C3)F)Cl)OCCCN4CCOCC4. Drug 2: C1=CC(=CC=C1CC(C(=O)O)N)N(CCCl)CCCl.Cl. Cell line: SK-MEL-2. Synergy scores: CSS=26.0, Synergy_ZIP=5.05, Synergy_Bliss=8.70, Synergy_Loewe=1.39, Synergy_HSA=6.97. (5) Drug 1: C1CCN(CC1)CCOC2=CC=C(C=C2)C(=O)C3=C(SC4=C3C=CC(=C4)O)C5=CC=C(C=C5)O. Drug 2: CC1=C(C=C(C=C1)C(=O)NC2=CC(=CC(=C2)C(F)(F)F)N3C=C(N=C3)C)NC4=NC=CC(=N4)C5=CN=CC=C5. Cell line: SF-539. Synergy scores: CSS=4.88, Synergy_ZIP=-1.99, Synergy_Bliss=-0.756, Synergy_Loewe=-2.03, Synergy_HSA=-0.455. (6) Drug 1: CCC(=C(C1=CC=CC=C1)C2=CC=C(C=C2)OCCN(C)C)C3=CC=CC=C3.C(C(=O)O)C(CC(=O)O)(C(=O)O)O. Drug 2: CC1C(C(CC(O1)OC2CC(CC3=C2C(=C4C(=C3O)C(=O)C5=CC=CC=C5C4=O)O)(C(=O)C)O)N)O. Cell line: SR. Synergy scores: CSS=42.2, Synergy_ZIP=-2.33, Synergy_Bliss=-3.11, Synergy_Loewe=-0.696, Synergy_HSA=-0.140. (7) Synergy scores: CSS=-3.69, Synergy_ZIP=0.128, Synergy_Bliss=-3.00, Synergy_Loewe=5.19, Synergy_HSA=1.65. Cell line: KM12. Drug 1: C1=CC(=CC=C1CC(C(=O)O)N)N(CCCl)CCCl.Cl. Drug 2: C1C(C(OC1N2C=NC3=C(N=C(N=C32)Cl)N)CO)O.